This data is from Catalyst prediction with 721,799 reactions and 888 catalyst types from USPTO. The task is: Predict which catalyst facilitates the given reaction. (1) Reactant: [F:1][C:2]([F:36])([F:35])[S:3]([O:6][C:7]1[C:12]([O:13][CH3:14])=[C:11](OS(C(F)(F)F)(=O)=O)[N:10]=[C:9]([N:23]2[CH2:27][CH2:26][CH2:25][C@H:24]2[C:28]2[CH:33]=[CH:32][C:31]([CH3:34])=[CH:30][CH:29]=2)[N:8]=1)(=[O:5])=[O:4].[NH2:37][C:38]1[S:39][C:40]([C:43]#[N:44])=[CH:41][N:42]=1.CC1(C)C2C(=C(P(C3C=CC=CC=3)C3C=CC=CC=3)C=CC=2)OC2C(P(C3C=CC=CC=3)C3C=CC=CC=3)=CC=CC1=2.P([O-])([O-])([O-])=O.[K+].[K+].[K+]. Product: [F:1][C:2]([F:35])([F:36])[S:3]([O:6][C:7]1[C:12]([O:13][CH3:14])=[C:11]([NH:37][C:38]2[S:39][C:40]([C:43]#[N:44])=[CH:41][N:42]=2)[N:10]=[C:9]([N:23]2[CH2:27][CH2:26][CH2:25][C@H:24]2[C:28]2[CH:33]=[CH:32][C:31]([CH3:34])=[CH:30][CH:29]=2)[N:8]=1)(=[O:4])=[O:5]. The catalyst class is: 102. (2) Reactant: [Cl:1][C:2]1[N:3]=[CH:4][NH:5][C:6]=1[Cl:7].[OH-].[K+].[Br:10][CH2:11][CH2:12][CH2:13][CH2:14][CH2:15][C:16]([OH:18])=[O:17].Br[CH2:20][CH2:21][C:22]1[C:31]2[C:26](=[CH:27][CH:28]=[CH:29][CH:30]=2)[CH:25]=[CH:24][CH:23]=1.Br. Product: [Br-:10].[C:16]([CH2:15][CH2:14][CH2:13][CH2:12][CH2:11][N:3]1[C:2]([Cl:1])=[C:6]([Cl:7])[N+:5]([CH2:20][CH2:21][C:22]2[C:31]3[C:26](=[CH:27][CH:28]=[CH:29][CH:30]=3)[CH:25]=[CH:24][CH:23]=2)=[CH:4]1)([OH:18])=[O:17]. The catalyst class is: 10. (3) Reactant: C(OC(=O)[NH:10][CH2:11][CH2:12][CH2:13][CH2:14][CH:15]([NH:27][C:28]([C@@H:30]1[CH2:35][CH2:34][CH2:33][N:32]([C:36](=[O:38])[CH3:37])[CH2:31]1)=[O:29])[C:16]([C:18]1[S:19][C:20]2[CH:26]=[CH:25][CH:24]=[CH:23][C:21]=2[N:22]=1)=[O:17])C1C=CC=CC=1.Br.CC(O)=O. Product: [C:36]([N:32]1[CH2:33][CH2:34][CH2:35][C@@H:30]([C:28]([NH:27][CH:15]([CH2:14][CH2:13][CH2:12][CH2:11][NH2:10])[C:16]([C:18]2[S:19][C:20]3[CH:26]=[CH:25][CH:24]=[CH:23][C:21]=3[N:22]=2)=[O:17])=[O:29])[CH2:31]1)(=[O:38])[CH3:37]. The catalyst class is: 52.